Dataset: Full USPTO retrosynthesis dataset with 1.9M reactions from patents (1976-2016). Task: Predict the reactants needed to synthesize the given product. (1) Given the product [Br:1][C:2]1[CH:3]=[CH:4][C:5]([C:8]2[O:12][N:11]=[C:10]([CH3:13])[C:9]=2[CH:14]([OH:19])[CH2:15][CH2:16]/[CH:17]=[CH:18]/[C:21]2[CH:26]=[CH:25][CH:24]=[CH:23][CH:22]=2)=[CH:6][CH:7]=1, predict the reactants needed to synthesize it. The reactants are: [Br:1][C:2]1[CH:7]=[CH:6][C:5]([C:8]2[O:12][N:11]=[C:10]([CH3:13])[C:9]=2[CH:14]([OH:19])[CH2:15][CH2:16][CH:17]=[CH2:18])=[CH:4][CH:3]=1.I[C:21]1[CH:26]=[CH:25][CH:24]=[CH:23][CH:22]=1. (2) Given the product [CH2:1]([N:8]1[CH2:13][CH2:12][CH:11]([N:14]2[CH:15]=[N:16][N:17]=[C:18]2[C:19](=[O:21])[CH3:20])[CH2:10][CH2:9]1)[C:2]1[CH:3]=[CH:4][CH:5]=[CH:6][CH:7]=1, predict the reactants needed to synthesize it. The reactants are: [CH2:1]([N:8]1[CH2:13][CH2:12][CH:11]([N:14]2[CH:18]=[N:17][N:16]=[CH:15]2)[CH2:10][CH2:9]1)[C:2]1[CH:7]=[CH:6][CH:5]=[CH:4][CH:3]=1.[C:19](OC(=O)C)(=[O:21])[CH3:20].